This data is from NCI-60 drug combinations with 297,098 pairs across 59 cell lines. The task is: Regression. Given two drug SMILES strings and cell line genomic features, predict the synergy score measuring deviation from expected non-interaction effect. (1) Drug 1: C1C(C(OC1N2C=NC3=C(N=C(N=C32)Cl)N)CO)O. Drug 2: B(C(CC(C)C)NC(=O)C(CC1=CC=CC=C1)NC(=O)C2=NC=CN=C2)(O)O. Cell line: HCT-15. Synergy scores: CSS=51.1, Synergy_ZIP=4.58, Synergy_Bliss=11.0, Synergy_Loewe=-19.9, Synergy_HSA=2.73. (2) Drug 1: CC1C(C(CC(O1)OC2CC(CC3=C2C(=C4C(=C3O)C(=O)C5=C(C4=O)C(=CC=C5)OC)O)(C(=O)C)O)N)O.Cl. Drug 2: CN1C2=C(C=C(C=C2)N(CCCl)CCCl)N=C1CCCC(=O)O.Cl. Cell line: HT29. Synergy scores: CSS=16.1, Synergy_ZIP=-0.404, Synergy_Bliss=1.86, Synergy_Loewe=-27.2, Synergy_HSA=0.566. (3) Drug 1: CC1C(C(CC(O1)OC2CC(CC3=C2C(=C4C(=C3O)C(=O)C5=C(C4=O)C(=CC=C5)OC)O)(C(=O)CO)O)N)O.Cl. Drug 2: COC1=C2C(=CC3=C1OC=C3)C=CC(=O)O2. Cell line: HL-60(TB). Synergy scores: CSS=50.9, Synergy_ZIP=5.20, Synergy_Bliss=6.56, Synergy_Loewe=-50.1, Synergy_HSA=5.94. (4) Drug 1: C1=CC=C(C=C1)NC(=O)CCCCCCC(=O)NO. Drug 2: C1CN(P(=O)(OC1)NCCCl)CCCl. Cell line: UO-31. Synergy scores: CSS=0.654, Synergy_ZIP=1.37, Synergy_Bliss=3.45, Synergy_Loewe=-5.98, Synergy_HSA=-1.11. (5) Drug 1: CC1=C2C(C(=O)C3(C(CC4C(C3C(C(C2(C)C)(CC1OC(=O)C(C(C5=CC=CC=C5)NC(=O)OC(C)(C)C)O)O)OC(=O)C6=CC=CC=C6)(CO4)OC(=O)C)OC)C)OC. Drug 2: CCC1(CC2CC(C3=C(CCN(C2)C1)C4=CC=CC=C4N3)(C5=C(C=C6C(=C5)C78CCN9C7C(C=CC9)(C(C(C8N6C=O)(C(=O)OC)O)OC(=O)C)CC)OC)C(=O)OC)O.OS(=O)(=O)O. Cell line: PC-3. Synergy scores: CSS=55.0, Synergy_ZIP=9.74, Synergy_Bliss=9.93, Synergy_Loewe=8.30, Synergy_HSA=12.2. (6) Drug 1: CNC(=O)C1=CC=CC=C1SC2=CC3=C(C=C2)C(=NN3)C=CC4=CC=CC=N4. Drug 2: C1CCC(C1)C(CC#N)N2C=C(C=N2)C3=C4C=CNC4=NC=N3. Cell line: M14. Synergy scores: CSS=-9.83, Synergy_ZIP=9.25, Synergy_Bliss=8.60, Synergy_Loewe=1.48, Synergy_HSA=-2.04. (7) Drug 1: C1=CC(=CC=C1C#N)C(C2=CC=C(C=C2)C#N)N3C=NC=N3. Drug 2: CC1=CC=C(C=C1)C2=CC(=NN2C3=CC=C(C=C3)S(=O)(=O)N)C(F)(F)F. Cell line: T-47D. Synergy scores: CSS=-9.08, Synergy_ZIP=19.5, Synergy_Bliss=23.5, Synergy_Loewe=12.3, Synergy_HSA=3.42.